The task is: Predict which catalyst facilitates the given reaction.. This data is from Catalyst prediction with 721,799 reactions and 888 catalyst types from USPTO. (1) Reactant: [CH3:1][C:2]1([CH3:36])[N:6]([C:7]2[S:8][C:9]3[CH2:15][CH2:14][O:13][C:12]4[CH:16]=[C:17]([CH:20]5[CH2:25][CH2:24][N:23](C(OC(C)(C)C)=O)[CH2:22][CH2:21]5)[CH:18]=[CH:19][C:11]=4[C:10]=3[N:33]=2)[C:5](=[O:34])[NH:4][C:3]1=[O:35]. Product: [NH:23]1[CH2:22][CH2:21][CH:20]([C:17]2[CH:18]=[CH:19][C:11]3[C:10]4[N:33]=[C:7]([N:6]5[C:2]([CH3:36])([CH3:1])[C:3](=[O:35])[NH:4][C:5]5=[O:34])[S:8][C:9]=4[CH2:15][CH2:14][O:13][C:12]=3[CH:16]=2)[CH2:25][CH2:24]1. The catalyst class is: 330. (2) Reactant: [Br:1][C:2]1[CH:11]=[C:10]2[C:5]([C:6](=[O:12])[CH2:7][CH2:8][O:9]2)=[CH:4][CH:3]=1.CS(O)(=O)=O.[N-:18]=[N+]=[N-].[Na+].[OH-].[Na+]. Product: [Br:1][C:2]1[CH:3]=[CH:4][C:5]2[C:6](=[O:12])[NH:18][CH2:7][CH2:8][O:9][C:10]=2[CH:11]=1. The catalyst class is: 34. (3) Reactant: [Li]CCCC.[S:6]1[CH:10]=[CH:9][N:8]=[CH:7]1.[O:11]1[C:15]2([CH2:20][CH2:19][C:18](=[O:21])[CH2:17][CH2:16]2)[O:14][CH2:13][CH2:12]1. Product: [S:6]1[CH:10]=[CH:9][N:8]=[C:7]1[C:18]1([OH:21])[CH2:19][CH2:20][C:15]2([O:14][CH2:13][CH2:12][O:11]2)[CH2:16][CH2:17]1. The catalyst class is: 1. (4) Reactant: [F:1][C:2]1[CH:7]=[CH:6][C:5]([S:8]([NH:11][C:12]2[C:13]([O:27][CH3:28])=[N:14][CH:15]=[C:16](B3OC(C)(C)C(C)(C)O3)[CH:17]=2)(=[O:10])=[O:9])=[CH:4][CH:3]=1.Br[C:30]1[CH:31]=[CH:32][C:33]2[N:34]([C:36]([C:39]#[C:40][Si:41]([CH3:44])([CH3:43])[CH3:42])=[CH:37][N:38]=2)[N:35]=1.C(Cl)Cl.C([O-])([O-])=O.[Na+].[Na+]. Product: [F:1][C:2]1[CH:3]=[CH:4][C:5]([S:8]([NH:11][C:12]2[C:13]([O:27][CH3:28])=[N:14][CH:15]=[C:16]([C:30]3[CH:31]=[CH:32][C:33]4[N:34]([C:36]([C:39]#[C:40][Si:41]([CH3:42])([CH3:44])[CH3:43])=[CH:37][N:38]=4)[N:35]=3)[CH:17]=2)(=[O:9])=[O:10])=[CH:6][CH:7]=1. The catalyst class is: 117. (5) Reactant: [CH:1]([C:4]1[CH:9]=[CH:8][C:7]([CH2:10][C:11]([N:13]2[CH2:22][CH2:21][C:20]3[C:15](=[C:16]([C:25]([OH:27])=O)[CH:17]=[CH:18][C:19]=3[O:23][CH3:24])[CH2:14]2)=[O:12])=[CH:6][CH:5]=1)([CH3:3])[CH3:2].[CH3:28][N:29]1[CH2:34][CH2:33][NH:32][CH2:31][CH2:30]1.C(N(CC)CC)C.CN(C(ON1N=NC2C=CC=NC1=2)=[N+](C)C)C.F[P-](F)(F)(F)(F)F. Product: [CH:1]([C:4]1[CH:9]=[CH:8][C:7]([CH2:10][C:11]([N:13]2[CH2:22][CH2:21][C:20]3[C:15](=[C:16]([C:25]([N:32]4[CH2:33][CH2:34][N:29]([CH3:28])[CH2:30][CH2:31]4)=[O:27])[CH:17]=[CH:18][C:19]=3[O:23][CH3:24])[CH2:14]2)=[O:12])=[CH:6][CH:5]=1)([CH3:3])[CH3:2]. The catalyst class is: 4.